This data is from Full USPTO retrosynthesis dataset with 1.9M reactions from patents (1976-2016). The task is: Predict the reactants needed to synthesize the given product. Given the product [Cl:22][C:23]1[CH:24]=[C:25]([NH:26][C:19]2[C:20]3[N:12]([CH2:11][CH2:10][OH:9])[CH:13]=[CH:14][C:15]=3[N:16]=[CH:17][N:18]=2)[CH:27]=[CH:28][C:29]=1[O:30][C:31]1[CH:36]=[CH:35][CH:34]=[C:33]([C:37]([F:46])([F:45])[CH2:38][C:39]2[CH:44]=[CH:43][CH:42]=[CH:41][CH:40]=2)[CH:32]=1, predict the reactants needed to synthesize it. The reactants are: C([O:9][CH2:10][CH2:11][N:12]1[C:20]2[C:19](Cl)=[N:18][CH:17]=[N:16][C:15]=2[CH:14]=[CH:13]1)(=O)C1C=CC=CC=1.[Cl:22][C:23]1[CH:24]=[C:25]([CH:27]=[CH:28][C:29]=1[O:30][C:31]1[CH:36]=[CH:35][CH:34]=[C:33]([C:37]([F:46])([F:45])[CH2:38][C:39]2[CH:44]=[CH:43][CH:42]=[CH:41][CH:40]=2)[CH:32]=1)[NH2:26].C(O)(C)C.[OH-].[Na+].